This data is from Forward reaction prediction with 1.9M reactions from USPTO patents (1976-2016). The task is: Predict the product of the given reaction. (1) Given the reactants [CH3:1][C:2]([CH:4]=[O:5])=[O:3].[OH2:6].O[CH2:8][C:9](=[O:11])[CH3:10], predict the reaction product. The product is: [OH:6][CH:8]([CH:4]([OH:5])[C:2](=[O:3])[CH3:1])[C:9](=[O:11])[CH3:10]. (2) Given the reactants [CH:1]([C:3]1[CH:13]=[CH:12][C:6](/[CH:7]=[CH:8]/[C:9]([OH:11])=[O:10])=[CH:5][CH:4]=1)=O.Cl.[CH2:15]([O:18][NH2:19])[CH:16]=[CH2:17], predict the reaction product. The product is: [CH2:15]([O:18][N:19]=[CH:1][C:3]1[CH:13]=[CH:12][C:6](/[CH:7]=[CH:8]/[C:9]([OH:11])=[O:10])=[CH:5][CH:4]=1)[C:16]1[CH:5]=[CH:4][CH:3]=[CH:1][CH:17]=1. (3) Given the reactants [CH3:1][O:2][C:3]1[CH:8]=[CH:7][C:6]([N:9]2[CH2:14][CH2:13][N:12]([C:15]3[C:16]([CH3:38])=[C:17]([CH3:37])[C:18]4[O:22][C:21]([CH2:24][N:25]5[CH2:34][CH2:33][C:28]6(OCC[O:29]6)[CH2:27][CH2:26]5)([CH3:23])[CH2:20][C:19]=4[C:35]=3[CH3:36])[CH2:11][CH2:10]2)=[CH:5][CH:4]=1.Cl.C(OCC)(=O)C.Cl.O.C(=O)(O)[O-].[Na+], predict the reaction product. The product is: [CH3:1][O:2][C:3]1[CH:4]=[CH:5][C:6]([N:9]2[CH2:10][CH2:11][N:12]([C:15]3[C:16]([CH3:38])=[C:17]([CH3:37])[C:18]4[O:22][C:21]([CH2:24][N:25]5[CH2:34][CH2:33][C:28](=[O:29])[CH2:27][CH2:26]5)([CH3:23])[CH2:20][C:19]=4[C:35]=3[CH3:36])[CH2:13][CH2:14]2)=[CH:7][CH:8]=1.